From a dataset of Forward reaction prediction with 1.9M reactions from USPTO patents (1976-2016). Predict the product of the given reaction. (1) Given the reactants C[O:2][C:3]1[CH:4]=[C:5]([CH:8]=[CH:9][C:10]=1[O:11]C)[CH2:6]Cl.[C:13]1(B(O)O)[CH:18]=[CH:17][CH:16]=[CH:15][CH:14]=1.C1(C2C=C(O)C(=CC=2)O)C=CC=CC=1, predict the reaction product. The product is: [CH2:6]([C:5]1[CH:4]=[C:3]([OH:2])[C:10](=[CH:9][CH:8]=1)[OH:11])[C:13]1[CH:18]=[CH:17][CH:16]=[CH:15][CH:14]=1. (2) Given the reactants [CH2:1]([O:5][CH3:6])[C@H:2]1[O:4][CH2:3]1.[CH2:7]([NH:14][C@@H:15]([CH3:18])[CH2:16][OH:17])[C:8]1[CH:13]=[CH:12][CH:11]=[CH:10][CH:9]=1, predict the reaction product. The product is: [CH2:7]([N:14]([C@@H:15]([CH3:18])[CH2:16][OH:17])[CH2:3][C@H:2]([OH:4])[CH2:1][O:5][CH3:6])[C:8]1[CH:13]=[CH:12][CH:11]=[CH:10][CH:9]=1.